This data is from Full USPTO retrosynthesis dataset with 1.9M reactions from patents (1976-2016). The task is: Predict the reactants needed to synthesize the given product. Given the product [CH3:16][O:15][C:8]1[CH:9]=[CH:10][C:11]2[NH:12][C:21]([C:20]([Cl:26])([Cl:25])[Cl:19])=[N:1][C:2]=2[C:3]=1[C:4]([O:6][CH3:7])=[O:5], predict the reactants needed to synthesize it. The reactants are: [NH2:1][C:2]1[C:11]([N+:12]([O-])=O)=[CH:10][CH:9]=[C:8]([O:15][CH3:16])[C:3]=1[C:4]([O:6][CH3:7])=[O:5].[H][H].[Cl:19][C:20]([Cl:26])([Cl:25])[C:21](=N)OC.